Dataset: Retrosynthesis with 50K atom-mapped reactions and 10 reaction types from USPTO. Task: Predict the reactants needed to synthesize the given product. (1) The reactants are: CC(C)(C)OC(=O)OC(=O)OC(C)(C)C.Cc1ccc(CSC[C@H](N)C(=O)O)cc1. Given the product Cc1ccc(CSC[C@H](NC(=O)OC(C)(C)C)C(=O)O)cc1, predict the reactants needed to synthesize it. (2) Given the product CC(C)(C)OC(=O)NC(C(=O)Nn1cccc1C(=O)Nc1ccccc1)C(F)(F)F, predict the reactants needed to synthesize it. The reactants are: CC(C)(C)OC(=O)NC(C(=O)O)C(F)(F)F.Nn1cccc1C(=O)Nc1ccccc1. (3) Given the product O=C(CC(=O)c1ccccc1)NCC1CC1, predict the reactants needed to synthesize it. The reactants are: CCOC(=O)CC(=O)c1ccccc1.NCC1CC1.